This data is from Forward reaction prediction with 1.9M reactions from USPTO patents (1976-2016). The task is: Predict the product of the given reaction. (1) The product is: [Br:1][C:2]1[C:7]([F:8])=[CH:6][CH:5]=[C:4]2[C:3]=1[NH:9][CH:13]=[CH:12]2. Given the reactants [Br:1][C:2]1[C:7]([F:8])=[CH:6][CH:5]=[CH:4][C:3]=1[N+:9]([O-])=O.[CH:12]([Mg]Br)=[CH2:13].[NH4+].[Cl-], predict the reaction product. (2) Given the reactants [NH2:1][C:2]1[C:11]([C:12]([NH2:14])=[O:13])=[CH:10][C:9]2[C:4](=[CH:5][CH:6]=[CH:7][CH:8]=2)[N:3]=1.C(N(CC)CC)C.[C:22](Cl)(=O)[CH2:23][CH2:24][CH3:25], predict the reaction product. The product is: [CH2:23]([C:22]1[NH:14][C:12](=[O:13])[C:11]2[C:2]([N:1]=1)=[N:3][C:4]1[C:9]([CH:10]=2)=[CH:8][CH:7]=[CH:6][CH:5]=1)[CH2:24][CH3:25]. (3) Given the reactants [CH2:1]1[C:10]2[C:5](=[CH:6][CH:7]=[CH:8][CH:9]=2)[CH2:4][CH2:3][N:2]1[C:11]1[CH:16]=[C:15]([NH:17][C:18](=O)[C:19]2[CH:24]=[CH:23][CH:22]=[CH:21][CH:20]=2)[CH:14]=[CH:13][N:12]=1.[H-].[Al+3].[Li+].[H-].[H-].[H-].Cl, predict the reaction product. The product is: [CH2:18]([NH:17][C:15]1[CH:14]=[CH:13][N:12]=[C:11]([N:2]2[CH2:3][CH2:4][C:5]3[C:10](=[CH:9][CH:8]=[CH:7][CH:6]=3)[CH2:1]2)[CH:16]=1)[C:19]1[CH:24]=[CH:23][CH:22]=[CH:21][CH:20]=1. (4) Given the reactants [N:1]1([C@:4]23[CH2:45][CH2:44][C@@H:43]([C:46]([CH3:48])=[CH2:47])[C@@H:5]2[C@@H:6]2[C@@:19]([CH3:22])([CH2:20][CH2:21]3)[C@@:18]3([CH3:23])[C@@H:9]([C@:10]4([CH3:42])[C@@H:15]([CH2:16][CH2:17]3)[C:14]([CH3:25])([CH3:24])[C:13]([C:26]3[CH2:31][CH2:30][C@@H:29]([C:32]([O:34]CC5C=CC=CC=5)=[O:33])[CH2:28][CH:27]=3)=[CH:12][CH2:11]4)[CH2:8][CH2:7]2)CC1.[CH:49]([N:52]([CH2:56][CH3:57])[CH:53]([CH3:55])[CH3:54])([CH3:51])C.C1C[O:61]CC1, predict the reaction product. The product is: [C@H:51]12[CH2:54][C@H:53]([N:52]([CH2:56][CH2:57][NH:1][C@:4]34[CH2:45][CH2:44][C@@H:43]([C:46]([CH3:48])=[CH2:47])[C@@H:5]3[C@@H:6]3[C@@:19]([CH3:22])([CH2:20][CH2:21]4)[C@@:18]4([CH3:23])[C@@H:9]([C@:10]5([CH3:42])[C@@H:15]([CH2:16][CH2:17]4)[C:14]([CH3:25])([CH3:24])[C:13]([C:26]4[CH2:31][CH2:30][C@@H:29]([C:32]([OH:34])=[O:33])[CH2:28][CH:27]=4)=[CH:12][CH2:11]5)[CH2:8][CH2:7]3)[CH2:49]1)[CH2:55][O:61]2. (5) The product is: [OH:7][CH2:6][CH:5]([O:4][CH2:3][CH2:2][NH:1][C:10](=[O:11])[O:12][C:13]([CH3:16])([CH3:15])[CH3:14])[CH2:8][OH:9]. Given the reactants [NH2:1][CH2:2][CH2:3][O:4][CH:5]([CH2:8][OH:9])[CH2:6][OH:7].[C:10](O[C:10]([O:12][C:13]([CH3:16])([CH3:15])[CH3:14])=[O:11])([O:12][C:13]([CH3:16])([CH3:15])[CH3:14])=[O:11].[K], predict the reaction product.